This data is from Reaction yield outcomes from USPTO patents with 853,638 reactions. The task is: Predict the reaction yield, written as a fraction of the theoretical maximum amount of product (1.0 means a 100% yield; for example, 0.34 means a 34% yield). The reactants are [C:1]([O:5][C:6]([NH:8][C:9]1[CH:14]=[CH:13][C:12]([CH2:15][CH:16](OC(=O)C(F)(F)F)[C:17]2[C:18]([O:24][CH3:25])=[N:19][CH:20]=[CH:21][C:22]=2[Cl:23])=[C:11]([N+:33]([O-:35])=[O:34])[CH:10]=1)=[O:7])([CH3:4])([CH3:3])[CH3:2].O. The catalyst is C1COCC1. The product is [C:1]([O:5][C:6](=[O:7])[NH:8][C:9]1[CH:14]=[CH:13][C:12](/[CH:15]=[CH:16]/[C:17]2[C:18]([O:24][CH3:25])=[N:19][CH:20]=[CH:21][C:22]=2[Cl:23])=[C:11]([N+:33]([O-:35])=[O:34])[CH:10]=1)([CH3:4])([CH3:2])[CH3:3]. The yield is 0.680.